Dataset: Reaction yield outcomes from USPTO patents with 853,638 reactions. Task: Predict the reaction yield, written as a fraction of the theoretical maximum amount of product (1.0 means a 100% yield; for example, 0.34 means a 34% yield). (1) The reactants are Cl[C:2]1[C:11]2=[N:12][N:13]([CH3:15])[CH:14]=[C:10]2[C:9]2[CH:8]=[C:7]([Cl:16])[CH:6]=[CH:5][C:4]=2[N:3]=1.[CH3:17][N:18]1[CH2:23][CH2:22][NH:21][CH2:20][CH2:19]1.CCN(CC)CC. The catalyst is C(O)C. The product is [Cl:16][C:7]1[CH:6]=[CH:5][C:4]2[N:3]=[C:2]([N:21]3[CH2:22][CH2:23][N:18]([CH3:17])[CH2:19][CH2:20]3)[C:11]3=[N:12][N:13]([CH3:15])[CH:14]=[C:10]3[C:9]=2[CH:8]=1. The yield is 0.470. (2) The product is [Cl:1][C:2](=[CH2:10])[C:3]([CH3:9])([CH3:8])[C:4]([OH:6])=[O:5]. The reactants are [Cl:1][C:2](=[CH2:10])[C:3]([CH3:9])([CH3:8])[C:4]([O:6]C)=[O:5].[OH-].[Na+]. The catalyst is O. The yield is 0.700. (3) The reactants are [N+:1]([C:4]1[CH:5]=[CH:6][C:7]2[CH2:13][CH2:12][CH2:11][CH2:10][N:9]([C:14](=[O:16])[CH3:15])[C:8]=2[CH:17]=1)([O-])=O. The catalyst is CCO.[Pd]. The product is [NH2:1][C:4]1[CH:5]=[CH:6][C:7]2[CH2:13][CH2:12][CH2:11][CH2:10][N:9]([C:14](=[O:16])[CH3:15])[C:8]=2[CH:17]=1. The yield is 0.900. (4) The reactants are Cl[C:2]1[CH:7]=[CH:6][C:5]([N+:8]([O-:10])=[O:9])=[CH:4][N:3]=1.[F:11][C:12]([F:26])([F:25])[C:13]([NH:15][C:16]1[CH:21]=[C:20]([NH:22][CH3:23])[CH:19]=[CH:18][C:17]=1[F:24])=[O:14]. The catalyst is CN(C)C=O.C(OCC)(=O)C. The product is [F:26][C:12]([F:11])([F:25])[C:13]([NH:15][C:16]1[CH:21]=[C:20]([N:22]([CH3:23])[C:2]2[CH:7]=[CH:6][C:5]([N+:8]([O-:10])=[O:9])=[CH:4][N:3]=2)[CH:19]=[CH:18][C:17]=1[F:24])=[O:14]. The yield is 0.490. (5) The reactants are Cl[C:2]1[N:7]=[CH:6][N:5]=[C:4]2[NH:8][N:9]=[CH:10][C:3]=12.Cl.[F:12][C:13]([F:32])([F:31])[C:14]1[CH:15]=[C:16]([C:20]2[N:21]=[C:22]([CH:25]3[CH2:30][CH2:29][NH:28][CH2:27][CH2:26]3)[NH:23][CH:24]=2)[CH:17]=[CH:18][CH:19]=1.CO.C(N(CC)CC)C. The catalyst is O. The product is [F:31][C:13]([F:12])([F:32])[C:14]1[CH:15]=[C:16]([C:20]2[N:21]=[C:22]([CH:25]3[CH2:26][CH2:27][N:28]([C:2]4[N:7]=[CH:6][N:5]=[C:4]5[NH:8][N:9]=[CH:10][C:3]=45)[CH2:29][CH2:30]3)[NH:23][CH:24]=2)[CH:17]=[CH:18][CH:19]=1. The yield is 0.850.